From a dataset of Catalyst prediction with 721,799 reactions and 888 catalyst types from USPTO. Predict which catalyst facilitates the given reaction. (1) Reactant: [O-][CH2:2]C.[Na+].[CH:5]1([O:10][C:11]2[C:16]([O:17][CH:18]3[CH2:22][CH2:21][CH2:20][CH2:19]3)=[C:15]([O:23][CH3:24])[CH:14]=[CH:13][C:12]=2[C:25](=[O:31])[CH2:26][C:27]([O:29][CH3:30])=[O:28])[CH2:9][CH2:8][CH2:7][CH2:6]1.Br[CH2:33][CH2:34][O:35][CH2:36][C:37]1[CH:42]=[CH:41][CH:40]=[CH:39][CH:38]=1. Product: [CH2:36]([O:35][CH2:34][CH2:33][CH:26]([C:25](=[O:31])[C:12]1[CH:13]=[CH:14][C:15]([O:23][CH3:24])=[C:16]([O:17][CH:18]2[CH2:22][CH2:21][CH2:20][CH2:19]2)[C:11]=1[O:10][CH:5]1[CH2:6][CH2:7][CH2:8][CH2:9]1)[C:27]([O:29][CH2:30][CH3:2])=[O:28])[C:37]1[CH:42]=[CH:41][CH:40]=[CH:39][CH:38]=1. The catalyst class is: 8. (2) Reactant: [Cl:1][C:2]1[C:7](I)=[C:6]([CH3:9])[N:5]=[C:4]([CH3:10])[N:3]=1.[C:11]([C:13]1[CH:18]=[CH:17][C:16]([C:19]([F:22])([F:21])[F:20])=[CH:15][CH:14]=1)#[CH:12].C(N(CC)CC)C. Product: [Cl:1][C:2]1[C:7]([C:12]#[C:11][C:13]2[CH:18]=[CH:17][C:16]([C:19]([F:20])([F:21])[F:22])=[CH:15][CH:14]=2)=[C:6]([CH3:9])[N:5]=[C:4]([CH3:10])[N:3]=1. The catalyst class is: 747.